Dataset: Full USPTO retrosynthesis dataset with 1.9M reactions from patents (1976-2016). Task: Predict the reactants needed to synthesize the given product. (1) Given the product [C:31]([N:28]1[CH2:29][CH2:30][N:25]([C:22]2[CH:23]=[CH:24][C:19]([NH:18][C:17]([C:14]3[C:13]4[C:37](=[O:38])[C:9]([CH2:8][NH2:7])([CH3:39])[CH2:10][CH2:11][C:12]=4[O:16][CH:15]=3)=[O:36])=[C:20]([O:34][CH3:35])[CH:21]=2)[CH2:26][CH2:27]1)(=[O:33])[CH3:32], predict the reactants needed to synthesize it. The reactants are: C(OC(=O)[NH:7][CH2:8][C:9]1([CH3:39])[C:37](=[O:38])[C:13]2[C:14]([C:17](=[O:36])[NH:18][C:19]3[CH:24]=[CH:23][C:22]([N:25]4[CH2:30][CH2:29][N:28]([C:31](=[O:33])[CH3:32])[CH2:27][CH2:26]4)=[CH:21][C:20]=3[O:34][CH3:35])=[CH:15][O:16][C:12]=2[CH2:11][CH2:10]1)(C)(C)C.O. (2) Given the product [C:15]([C:17]1[CH:22]=[CH:21][C:20]([C:2]2[C:7]3=[N:8][C:9]([C:12]([NH2:14])=[O:13])=[CH:10][N:11]=[C:6]3[CH:5]=[N:4][CH:3]=2)=[CH:19][CH:18]=1)#[N:16], predict the reactants needed to synthesize it. The reactants are: Br[C:2]1[C:7]2=[N:8][C:9]([C:12]([NH2:14])=[O:13])=[CH:10][N:11]=[C:6]2[CH:5]=[N:4][CH:3]=1.[C:15]([C:17]1[CH:22]=[CH:21][C:20](B(O)O)=[CH:19][CH:18]=1)#[N:16].C(=O)([O-])[O-].[Cs+].[Cs+].O1CCOCC1. (3) Given the product [Cl:1][C:2]1[N:3]=[C:4]([N:23]2[CH:27]=[CH:26][CH:25]=[N:24]2)[C:5](=[O:22])[N:6]([CH2:17][C@@H:18]([CH3:21])[CH2:19][CH3:20])[C:7]=1[C:8]1[C:9]([F:16])=[CH:10][C:11]([O:15][CH2:35][CH2:36][CH2:37][N:38]([CH3:49])[C:39](=[O:48])[O:40][CH2:41][C:42]2[CH:43]=[CH:44][CH:45]=[CH:46][CH:47]=2)=[CH:12][C:13]=1[F:14], predict the reactants needed to synthesize it. The reactants are: [Cl:1][C:2]1[N:3]=[C:4]([N:23]2[CH:27]=[CH:26][CH:25]=[N:24]2)[C:5](=[O:22])[N:6]([CH2:17][C@@H:18]([CH3:21])[CH2:19][CH3:20])[C:7]=1[C:8]1[C:13]([F:14])=[CH:12][C:11]([OH:15])=[CH:10][C:9]=1[F:16].C[C@@H](CC)CN.Cl[CH2:35][CH2:36][CH2:37][N:38]([CH3:49])[C:39](=[O:48])[O:40][CH2:41][C:42]1[CH:47]=[CH:46][CH:45]=[CH:44][CH:43]=1.C(=O)([O-])[O-].[Cs+].[Cs+]. (4) Given the product [Cl:1][C:2]1[N:10]=[CH:9][CH:8]=[CH:7][C:3]=1[C:4]([Cl:14])=[O:5], predict the reactants needed to synthesize it. The reactants are: [Cl:1][C:2]1[N:10]=[CH:9][CH:8]=[CH:7][C:3]=1[C:4](O)=[O:5].C(Cl)(=O)C([Cl:14])=O. (5) The reactants are: [N:1]1[CH:6]=[CH:5][C:4]([C:7]2[S:11][C:10]([C:12]([OH:14])=O)=[CH:9][CH:8]=2)=[CH:3][CH:2]=1.[NH:15]1[CH2:20][CH2:19][CH:18]([C:21]([O:23][CH2:24][CH3:25])=[O:22])[CH2:17][CH2:16]1. Given the product [N:1]1[CH:2]=[CH:3][C:4]([C:7]2[S:11][C:10]([C:12]([N:15]3[CH2:20][CH2:19][CH:18]([C:21]([O:23][CH2:24][CH3:25])=[O:22])[CH2:17][CH2:16]3)=[O:14])=[CH:9][CH:8]=2)=[CH:5][CH:6]=1, predict the reactants needed to synthesize it. (6) Given the product [Cl:2][C:3]1[C:8]([CH2:9][NH:20][CH2:19][CH2:17][OH:18])=[C:7]([C:11]2[CH:16]=[CH:15][CH:14]=[CH:13][CH:12]=2)[CH:6]=[CH:5][N:4]=1, predict the reactants needed to synthesize it. The reactants are: Cl.[Cl:2][C:3]1[C:8]([CH2:9]Cl)=[C:7]([C:11]2[CH:16]=[CH:15][CH:14]=[CH:13][CH:12]=2)[CH:6]=[CH:5][N:4]=1.[CH2:17]([CH2:19][NH2:20])[OH:18].O.